From a dataset of PAMPA (Parallel Artificial Membrane Permeability Assay) permeability data from NCATS. Regression/Classification. Given a drug SMILES string, predict its absorption, distribution, metabolism, or excretion properties. Task type varies by dataset: regression for continuous measurements (e.g., permeability, clearance, half-life) or binary classification for categorical outcomes (e.g., BBB penetration, CYP inhibition). Dataset: pampa_ncats. (1) The drug is [2H]C([2H])([2H])C([2H])(C1=CC=CC=C1C2=NC=C(C(=N2)NC([2H])([2H])C3=CC=C(C=C3)N4C=CN=N4)C)C([2H])([2H])[2H]. The result is 1 (high permeability). (2) The result is 1 (high permeability). The compound is COC(=O)C1=CC(=NC=C1)C2=NC=CC(=C2)C(=O)NCCC3=CC=CC=C3.